Task: Predict the product of the given reaction.. Dataset: Forward reaction prediction with 1.9M reactions from USPTO patents (1976-2016) (1) Given the reactants [NH2:1][C:2]1[C:7]([Br:8])=[CH:6][C:5]([N+:9]([O-:11])=[O:10])=[CH:4][N:3]=1.[C:12](OC(=O)C)(=[O:14])[CH3:13], predict the reaction product. The product is: [Br:8][C:7]1[C:2]([NH:1][C:12](=[O:14])[CH3:13])=[N:3][CH:4]=[C:5]([N+:9]([O-:11])=[O:10])[CH:6]=1. (2) Given the reactants [N:1]1[CH:6]=[CH:5][CH:4]=[CH:3][C:2]=1[C:7]([OH:9])=O.Cl.[CH3:11]N(C)CCCN=C=NCC.[NH2:22][C:23]1[CH:28]=[CH:27][C:26]([CH:29]2[CH2:33][CH2:32][CH2:31][N:30]2[C:34](OC(C)(C)C)=[O:35])=[C:25]([F:41])[CH:24]=1.C(=O)(O)[O-].[Na+], predict the reaction product. The product is: [C:34]([N:30]1[CH2:31][CH2:32][CH2:33][CH:29]1[C:26]1[CH:27]=[CH:28][C:23]([NH:22][C:7]([C:2]2[CH:3]=[CH:4][CH:5]=[CH:6][N:1]=2)=[O:9])=[CH:24][C:25]=1[F:41])(=[O:35])[CH3:11]. (3) Given the reactants [CH3:1][N:2]([C:11](=[O:36])[C:12]1[CH:17]=[C:16]([CH2:18][C:19]2[C:20](=[O:31])[C:21]([O:29][CH3:30])=[C:22]([O:27][CH3:28])[C:23](=[O:26])[C:24]=2[CH3:25])[CH:15]=[CH:14][C:13]=1[O:32]C(=O)C)[C:3]1[CH:8]=[CH:7][C:6]([O:9][CH3:10])=[CH:5][CH:4]=1.C(=O)([O-])O.[Na+], predict the reaction product. The product is: [CH3:1][N:2]([C:11](=[O:36])[C:12]1[CH:17]=[C:16]([CH2:18][C:19]2[C:20](=[O:31])[C:21]([O:29][CH3:30])=[C:22]([O:27][CH3:28])[C:23](=[O:26])[C:24]=2[CH3:25])[CH:15]=[CH:14][C:13]=1[OH:32])[C:3]1[CH:8]=[CH:7][C:6]([O:9][CH3:10])=[CH:5][CH:4]=1. (4) Given the reactants [Cl:1][C:2]1[C:11]2[C:6](=[CH:7][CH:8]=[C:9]([CH:12]([C:14]3[C:15]([CH3:20])=[N:16][O:17][C:18]=3[CH3:19])[OH:13])[CH:10]=2)[N:5]=[C:4]([O:21][CH3:22])[C:3]=1[CH2:23][C:24]1[CH:29]=[CH:28][C:27]([C:30]([F:33])([F:32])[F:31])=[CH:26][CH:25]=1, predict the reaction product. The product is: [Cl:1][C:2]1[C:11]2[C:6](=[CH:7][CH:8]=[C:9]([C:12]([C:14]3[C:15]([CH3:20])=[N:16][O:17][C:18]=3[CH3:19])=[O:13])[CH:10]=2)[N:5]=[C:4]([O:21][CH3:22])[C:3]=1[CH2:23][C:24]1[CH:25]=[CH:26][C:27]([C:30]([F:32])([F:31])[F:33])=[CH:28][CH:29]=1. (5) Given the reactants [OH:1][C:2]1[CH:3]=[C:4]2[C:8](=[CH:9][CH:10]=1)[C@H:7]([CH2:11][C:12]([O:14][CH2:15][CH3:16])=[O:13])[CH2:6][CH2:5]2.[CH2:17]([O:19][CH:20]([O:23][CH2:24][CH3:25])[CH2:21]Br)[CH3:18].C([O-])([O-])=O.[Cs+].[Cs+].O, predict the reaction product. The product is: [CH2:17]([O:19][CH:20]([O:23][CH2:24][CH3:25])[CH2:21][O:1][C:2]1[CH:3]=[C:4]2[C:8](=[CH:9][CH:10]=1)[C@H:7]([CH2:11][C:12]([O:14][CH2:15][CH3:16])=[O:13])[CH2:6][CH2:5]2)[CH3:18].